Task: Predict the reaction yield, written as a fraction of the theoretical maximum amount of product (1.0 means a 100% yield; for example, 0.34 means a 34% yield).. Dataset: Reaction yield outcomes from USPTO patents with 853,638 reactions (1) The reactants are [OH-].[Na+].C[O:4][C:5](=[O:37])[CH2:6][CH2:7][C:8]1[CH:13]=[CH:12][C:11]([O:14][CH2:15][CH2:16][CH:17]([O:19][C:20]2[CH:25]=[CH:24][C:23]([C:26]([F:29])([F:28])[F:27])=[CH:22][C:21]=2[C:30]2[CH:35]=[CH:34][CH:33]=[CH:32][N:31]=2)[CH3:18])=[CH:10][C:9]=1[CH3:36].Cl. The catalyst is CO. The product is [CH3:36][C:9]1[CH:10]=[C:11]([O:14][CH2:15][CH2:16][CH:17]([O:19][C:20]2[CH:25]=[CH:24][C:23]([C:26]([F:27])([F:28])[F:29])=[CH:22][C:21]=2[C:30]2[CH:35]=[CH:34][CH:33]=[CH:32][N:31]=2)[CH3:18])[CH:12]=[CH:13][C:8]=1[CH2:7][CH2:6][C:5]([OH:37])=[O:4]. The yield is 1.00. (2) The reactants are Cl[C:2]1[S:3][C:4]([C:8]([N:10]([CH3:12])[CH3:11])=[O:9])=[C:5]([Cl:7])[N:6]=1.[N:13]1[CH:18]=[CH:17][CH:16]=[C:15](B(O)O)[CH:14]=1.C(=O)([O-])[O-].[K+].[K+]. The catalyst is C1(C)C=CC=CC=1.C1C=CC([P]([Pd]([P](C2C=CC=CC=2)(C2C=CC=CC=2)C2C=CC=CC=2)([P](C2C=CC=CC=2)(C2C=CC=CC=2)C2C=CC=CC=2)[P](C2C=CC=CC=2)(C2C=CC=CC=2)C2C=CC=CC=2)(C2C=CC=CC=2)C2C=CC=CC=2)=CC=1. The product is [Cl:7][C:5]1[N:6]=[C:2]([C:15]2[CH:14]=[N:13][CH:18]=[CH:17][CH:16]=2)[S:3][C:4]=1[C:8]([N:10]([CH3:12])[CH3:11])=[O:9]. The yield is 0.190. (3) The reactants are [NH2:1][C:2]1[N:6]([C:7]2[CH:8]=[C:9]([CH:16]=[CH:17][C:18]=2[CH3:19])[C:10]([NH:12][CH:13]2[CH2:15][CH2:14]2)=[O:11])[N:5]=[CH:4][C:3]=1[C:20](=[O:28])[C:21]1[CH:26]=[CH:25][CH:24]=[C:23](I)[CH:22]=1.C([Sn](CCCC)(CCCC)[C:34]1[CH:39]=[N:38][CH:37]=[CH:36][N:35]=1)CCC. The catalyst is CN(C=O)C.[Pd].C1(P(C2C=CC=CC=2)C2C=CC=CC=2)C=CC=CC=1.C1(P(C2C=CC=CC=2)C2C=CC=CC=2)C=CC=CC=1.C1(P(C2C=CC=CC=2)C2C=CC=CC=2)C=CC=CC=1.C1(P(C2C=CC=CC=2)C2C=CC=CC=2)C=CC=CC=1. The product is [NH2:1][C:2]1[N:6]([C:7]2[CH:8]=[C:9]([CH:16]=[CH:17][C:18]=2[CH3:19])[C:10]([NH:12][CH:13]2[CH2:15][CH2:14]2)=[O:11])[N:5]=[CH:4][C:3]=1[C:20](=[O:28])[C:21]1[CH:26]=[CH:25][CH:24]=[C:23]([C:34]2[CH:39]=[N:38][CH:37]=[CH:36][N:35]=2)[CH:22]=1. The yield is 0.0500. (4) The reactants are C(O[B:5]1[O:9][C:8]([CH3:11])([CH3:10])[C:7]([CH3:13])([CH3:12])[O:6]1)(C)C.C([Li])CCC.[F:19][C:20]1[CH:25]=[C:24]([O:26][CH:27]([CH3:29])[CH3:28])[CH:23]=[C:22]([F:30])[CH:21]=1. No catalyst specified. The product is [F:19][C:20]1[CH:25]=[C:24]([O:26][CH:27]([CH3:28])[CH3:29])[CH:23]=[C:22]([F:30])[C:21]=1[B:5]1[O:6][C:7]([CH3:12])([CH3:13])[C:8]([CH3:10])([CH3:11])[O:9]1. The yield is 0.990.